This data is from Catalyst prediction with 721,799 reactions and 888 catalyst types from USPTO. The task is: Predict which catalyst facilitates the given reaction. (1) Reactant: [Cl:1][C:2]1[CH:7]=[CH:6][C:5]([C:8](=[O:10])[CH3:9])=[C:4]([NH:11][C:12]2[CH:17]=[CH:16][CH:15]=[CH:14][CH:13]=2)[CH:3]=1.[CH:18]([C:20]1[CH:25]=[CH:24][C:23]([S:26]([NH:29][CH2:30][C:31]([OH:34])([CH3:33])[CH3:32])(=[O:28])=[O:27])=[CH:22][CH:21]=1)=O.[OH-].[Na+]. Product: [Cl:1][C:2]1[CH:7]=[CH:6][C:5]([C:8](=[O:10])[CH:9]=[CH:18][C:20]2[CH:25]=[CH:24][C:23]([S:26]([NH:29][CH2:30][C:31]([OH:34])([CH3:32])[CH3:33])(=[O:28])=[O:27])=[CH:22][CH:21]=2)=[C:4]([NH:11][C:12]2[CH:13]=[CH:14][CH:15]=[CH:16][CH:17]=2)[CH:3]=1. The catalyst class is: 5. (2) Reactant: N1CCCCC1.C1(NC(N2C3C(=CC(OC4C=CN=C(N(C(OC5C=CC=CC=5)=O)C(=O)OC5C=CC=CC=5)C=4)=CC=3)C=C2)=O)CC1.[CH:48]1([NH:51][C:52]([N:54]2[C:62]3[C:57](=[CH:58][C:59]([O:63][C:64]4[CH:69]=[CH:68][N:67]=[C:66]([NH:70][C:71]([N:73]5[CH2:78][CH2:77][CH:76](N6CCCC6)[CH2:75][CH2:74]5)=[O:72])[CH:65]=4)=[CH:60][CH:61]=3)[CH:56]=[CH:55]2)=[O:53])[CH2:50][CH2:49]1. Product: [CH:48]1([NH:51][C:52]([N:54]2[C:62]3[C:57](=[CH:58][C:59]([O:63][C:64]4[CH:69]=[CH:68][N:67]=[C:66]([NH:70][C:71]([N:73]5[CH2:78][CH2:77][CH2:76][CH2:75][CH2:74]5)=[O:72])[CH:65]=4)=[CH:60][CH:61]=3)[CH:56]=[CH:55]2)=[O:53])[CH2:50][CH2:49]1. The catalyst class is: 9. (3) Reactant: [Cl:1][C:2]1[CH:7]=[CH:6][C:5]([NH:8][C:9]2[S:10][CH:11]=[CH:12][C:13]=2[C:14]#[N:15])=[C:4]([N+:16]([O-])=O)[CH:3]=1.O.O.[Sn](Cl)Cl. Product: [ClH:1].[Cl:1][C:2]1[CH:7]=[CH:6][C:5]2[NH:8][C:9]3[S:10][CH:11]=[CH:12][C:13]=3[C:14]([NH2:15])=[N:16][C:4]=2[CH:3]=1. The catalyst class is: 361. (4) Reactant: F[C:2]1[C:11]2[N:10]=[CH:9][CH:8]=[CH:7][C:6]=2[C:5]([S:12](Cl)(=[O:14])=[O:13])=[CH:4][CH:3]=1.CCN(C(C)C)C(C)C.[F:25][C:26]1[CH:31]=[CH:30][C:29]([CH2:32][N:33]2[CH2:38][CH2:37][NH:36][CH2:35][CH2:34]2)=[CH:28][CH:27]=1.[CH3:39][C:40]([CH3:43])([O-:42])[CH3:41].[K+].C([O-])(O)=O.[Na+]. Product: [C:40]([O:42][C:2]1[CH:3]=[CH:4][C:5]([S:12]([N:36]2[CH2:35][CH2:34][N:33]([CH2:32][C:29]3[CH:28]=[CH:27][C:26]([F:25])=[CH:31][CH:30]=3)[CH2:38][CH2:37]2)(=[O:14])=[O:13])=[C:6]2[C:11]=1[N:10]=[CH:9][CH:8]=[CH:7]2)([CH3:43])([CH3:41])[CH3:39]. The catalyst class is: 56. (5) Reactant: [CH2:1]([NH:8][C:9]([C:11]1[S:15][C:14]([C:16]#[CH:17])=[N:13][C:12]=1[CH3:18])=[O:10])[C:2]1[CH:7]=[CH:6][CH:5]=[CH:4][CH:3]=1.C(N(CC)C(C)C)(C)C.[N:28]([CH2:31][CH2:32][C:33]1[CH:38]=[CH:37][C:36]([F:39])=[CH:35][CH:34]=1)=[N+:29]=[N-:30]. Product: [CH2:1]([NH:8][C:9]([C:11]1[S:15][C:14]([C:16]2[N:30]=[N:29][N:28]([CH2:31][CH2:32][C:33]3[CH:38]=[CH:37][C:36]([F:39])=[CH:35][CH:34]=3)[CH:17]=2)=[N:13][C:12]=1[CH3:18])=[O:10])[C:2]1[CH:3]=[CH:4][CH:5]=[CH:6][CH:7]=1. The catalyst class is: 804. (6) Product: [NH:8]1[C:12]2[CH:13]=[CH:14][CH:15]=[CH:16][C:11]=2[NH:10][C:9]1=[C:17]([C:20]1[N:25]=[C:24]([C:26]([F:27])([F:28])[F:29])[CH:23]=[CH:22][N:21]=1)[C:18]([NH2:19])=[O:30]. Reactant: C(OC([N:8]1[C:12]2[CH:13]=[CH:14][CH:15]=[CH:16][C:11]=2[NH:10][C:9]1=[C:17]([C:20]1[N:25]=[C:24]([C:26]([F:29])([F:28])[F:27])[CH:23]=[CH:22][N:21]=1)[C:18]#[N:19])=O)(C)(C)C.[OH-:30].[Na+].O. The catalyst class is: 65. (7) Reactant: [F:1][C:2]1[C:3]([N+:28]([O-:30])=[O:29])=[C:4]([N:8]=P(C2C=CC=CC=2)(C2C=CC=CC=2)C2C=CC=CC=2)[CH:5]=[CH:6][CH:7]=1.C(O)(C(F)(F)F)=O. Product: [F:1][C:2]1[C:3]([N+:28]([O-:30])=[O:29])=[C:4]([NH2:8])[CH:5]=[CH:6][CH:7]=1. The catalyst class is: 6. (8) Reactant: C[O:2][C:3](=[O:24])[C:4]1[CH:9]=[C:8]([C:10]2[O:11][C:12]([CH:15]=[C:16]3[S:20][C:19](=[O:21])[NH:18][C:17]3=[O:22])=[CH:13][CH:14]=2)[CH:7]=[CH:6][C:5]=1[OH:23].[Li+].[OH-].Cl. Product: [O:21]=[C:19]1[NH:18][C:17](=[O:22])[C:16](=[CH:15][C:12]2[O:11][C:10]([C:8]3[CH:7]=[CH:6][C:5]([OH:23])=[C:4]([CH:9]=3)[C:3]([OH:24])=[O:2])=[CH:14][CH:13]=2)[S:20]1. The catalyst class is: 24. (9) Product: [F:7][C:8]([F:16])([F:17])[C:9]1[CH:15]=[CH:14][CH:13]=[CH:12][C:10]=1[NH:11][C:22]1[CH:27]=[CH:26][N:25]=[C:24]([C:28]#[N:29])[CH:23]=1. Reactant: C(=O)([O-])[O-].[Cs+].[Cs+].[F:7][C:8]([F:17])([F:16])[C:9]1[CH:15]=[CH:14][CH:13]=[CH:12][C:10]=1[NH2:11].CS([C:22]1[CH:27]=[CH:26][N:25]=[C:24]([C:28]#[N:29])[CH:23]=1)(=O)=O.[Cl-].[NH4+]. The catalyst class is: 9.